From a dataset of Forward reaction prediction with 1.9M reactions from USPTO patents (1976-2016). Predict the product of the given reaction. (1) Given the reactants P(Cl)(Cl)(Cl)=O.[F:6][C:7]1[CH:17]=[CH:16][C:10]2[N:11]([CH3:15])[C:12]([OH:14])=[N:13][C:9]=2[CH:8]=1.C(=O)([O-])O.[Na+].[H-].[Na+].O[CH:26]1[CH2:31][CH2:30][N:29]([C:32]([O:34][C:35]([CH3:38])([CH3:37])[CH3:36])=[O:33])[CH2:28][CH2:27]1, predict the reaction product. The product is: [F:6][C:7]1[CH:17]=[CH:16][C:10]2[N:11]([CH3:15])[C:12]([O:14][CH:26]3[CH2:31][CH2:30][N:29]([C:32]([O:34][C:35]([CH3:38])([CH3:37])[CH3:36])=[O:33])[CH2:28][CH2:27]3)=[N:13][C:9]=2[CH:8]=1. (2) The product is: [CH:46]1[CH:47]=[CH:48][C:49]2[C:50](=[CH:52][CH:53]=[CH:54][C:55]=2[CH2:56][C:57]2[NH:61][CH2:60][CH2:59][N:58]=2)[CH:51]=1.[ClH:45].[CH3:20][N:21]([CH2:23][CH2:24]/[CH:25]=[C:26]1/[C:27]2[CH:28]=[CH:29][CH:30]=[CH:31][C:32]=2[CH2:33][O:34][C:35]2[CH:40]=[CH:39][C:38]([CH2:41][C:42]([OH:44])=[O:43])=[CH:37][C:36]/1=2)[CH3:22].[ClH:45]. Given the reactants C(OC(C)C)(=O)CCCCCCCCCCCCC.[CH3:20][N:21]([CH2:23][CH2:24]/[CH:25]=[C:26]1/[C:27]2[CH:28]=[CH:29][CH:30]=[CH:31][C:32]=2[CH2:33][O:34][C:35]2[CH:40]=[CH:39][C:38]([CH2:41][C:42]([OH:44])=[O:43])=[CH:37][C:36]/1=2)[CH3:22].[ClH:45].[CH:46]1[CH:47]=[CH:48][C:49]2[C:50](=[CH:52][CH:53]=[CH:54][C:55]=2[CH2:56][C:57]2[NH:61][CH2:60][CH2:59][N:58]=2)[CH:51]=1.Cl, predict the reaction product.